Dataset: Reaction yield outcomes from USPTO patents with 853,638 reactions. Task: Predict the reaction yield, written as a fraction of the theoretical maximum amount of product (1.0 means a 100% yield; for example, 0.34 means a 34% yield). (1) The reactants are [Cl:1][C:2]1[N:11]=[C:10]([Cl:12])[CH:9]=[C:8](I)[C:3]=1[C:4]([O:6][CH3:7])=[O:5].[C:14]([Zn]C#N)#[N:15].O.CCOC(C)=O. The catalyst is CN(C=O)C.C1C=CC([P]([Pd]([P](C2C=CC=CC=2)(C2C=CC=CC=2)C2C=CC=CC=2)([P](C2C=CC=CC=2)(C2C=CC=CC=2)C2C=CC=CC=2)[P](C2C=CC=CC=2)(C2C=CC=CC=2)C2C=CC=CC=2)(C2C=CC=CC=2)C2C=CC=CC=2)=CC=1. The product is [Cl:1][C:2]1[N:11]=[C:10]([Cl:12])[CH:9]=[C:8]([C:14]#[N:15])[C:3]=1[C:4]([O:6][CH3:7])=[O:5]. The yield is 0.400. (2) The product is [CH2:1]([O:8][CH2:9][CH:10]1[O:15][CH2:14][C:13]([CH3:18])([CH3:16])[CH2:12][O:11]1)[C:2]1[CH:7]=[CH:6][CH:5]=[CH:4][CH:3]=1. The yield is 0.966. The catalyst is O.C1(C)C=CC(S(O)(=O)=O)=CC=1.C1(C)C=CC=CC=1. The reactants are [CH2:1]([O:8][CH2:9][CH:10]=[O:11])[C:2]1[CH:7]=[CH:6][CH:5]=[CH:4][CH:3]=1.[CH3:12][C:13]([CH3:18])([CH2:16]O)[CH2:14][OH:15]. (3) The reactants are CC([O-])(C)C.[K+].CS(O[CH2:12][C:13]1[CH:21]=[C:20]2[C:16]([CH:17]=[CH:18][N:19]2[C:22]([O:24][C:25]([CH3:28])([CH3:27])[CH3:26])=[O:23])=[CH:15][CH:14]=1)(=O)=O.[O:29]1[CH2:34][CH2:33][CH:32]([NH:35][C:36]2[N:41]=[C:40]([C:42]3[CH:47]=[CH:46][NH:45][C:44](=[O:48])[CH:43]=3)[CH:39]=[CH:38][N:37]=2)[CH2:31][CH2:30]1.O. The catalyst is [N+](CCCC)(CCCC)(CCCC)CCCC.[I-].C1COCC1.ClCCl.CC#N. The product is [O:48]=[C:44]1[CH:43]=[C:42]([C:40]2[CH:39]=[CH:38][N:37]=[C:36]([NH:35][CH:32]3[CH2:33][CH2:34][O:29][CH2:30][CH2:31]3)[N:41]=2)[CH:47]=[CH:46][N:45]1[CH2:12][C:13]1[CH:21]=[C:20]2[C:16]([CH:17]=[CH:18][N:19]2[C:22]([O:24][C:25]([CH3:28])([CH3:27])[CH3:26])=[O:23])=[CH:15][CH:14]=1. The yield is 0.230. (4) The reactants are C([O:4][CH2:5][CH2:6][CH2:7][CH2:8][C:9]#[C:10][CH2:11][O:12][C:13]1[CH:18]=[CH:17][C:16]([S:19]([N:22]2[CH2:27][CH2:26][S:25][C:24]([CH3:29])([CH3:28])[C@@H:23]2[C:30]([NH:32][OH:33])=[O:31])(=[O:21])=[O:20])=[CH:15][CH:14]=1)(=O)C.[OH-].[NH4+]. The catalyst is CO. The product is [OH:33][NH:32][C:30]([C@H:23]1[C:24]([CH3:28])([CH3:29])[S:25][CH2:26][CH2:27][N:22]1[S:19]([C:16]1[CH:17]=[CH:18][C:13]([O:12][CH2:11][C:10]#[C:9][CH2:8][CH2:7][CH2:6][CH2:5][OH:4])=[CH:14][CH:15]=1)(=[O:21])=[O:20])=[O:31]. The yield is 0.650. (5) The reactants are [Cl:1][C:2]1[CH:3]=[C:4]([CH:7]=[C:8]([Cl:10])[CH:9]=1)[CH:5]=[O:6].[F:11][C:12]([Si](C)(C)C)([F:14])[F:13].[F-].C([N+](CCCC)(CCCC)CCCC)CCC. The catalyst is O1CCCC1.Cl.O. The product is [Cl:1][C:2]1[CH:3]=[C:4]([CH:5]([OH:6])[C:12]([F:14])([F:13])[F:11])[CH:7]=[C:8]([Cl:10])[CH:9]=1. The yield is 0.600. (6) The reactants are Cl.[Cl:2][C:3]1[CH:8]=[C:7]([C:9]2[CH:14]=[CH:13][CH:12]=[C:11]([Cl:15])[CH:10]=2)[N:6]=[C:5]2[CH2:16][CH2:17][CH2:18][C:4]=12.[NH2:19][C:20]1[CH:25]=[CH:24][C:23]([CH2:26][C:27]#[N:28])=[C:22]([CH3:29])[CH:21]=1. No catalyst specified. The product is [ClH:2].[Cl:15][C:11]1[CH:10]=[C:9]([C:7]2[N:6]=[C:5]3[CH2:16][CH2:17][CH2:18][C:4]3=[C:3]([NH:19][C:20]3[CH:25]=[CH:24][C:23]([CH2:26][C:27]#[N:28])=[C:22]([CH3:29])[CH:21]=3)[CH:8]=2)[CH:14]=[CH:13][CH:12]=1. The yield is 0.630. (7) The reactants are [F:1][C:2]([F:23])([F:22])[C:3]1[CH:4]=[C:5]([CH:19]=[CH:20][CH:21]=1)[C:6]([NH:8][C:9]1[CH:10]=[C:11]([CH:16]=[CH:17][CH:18]=1)[C:12](OC)=[O:13])=[O:7].O.[NH2:25][NH2:26]. The catalyst is O1CCCC1. The product is [F:1][C:2]([F:23])([F:22])[C:3]1[CH:4]=[C:5]([CH:19]=[CH:20][CH:21]=1)[C:6]([NH:8][C:9]1[CH:10]=[C:11]([CH:16]=[CH:17][CH:18]=1)[C:12]([NH:25][NH2:26])=[O:13])=[O:7]. The yield is 0.790.